Dataset: Full USPTO retrosynthesis dataset with 1.9M reactions from patents (1976-2016). Task: Predict the reactants needed to synthesize the given product. (1) Given the product [Cl:1][C:2]1[CH:3]=[N:4][CH:5]=[C:6]([Cl:18])[C:7]=1[CH2:8][C@H:9]1[CH2:13][C:12]2([CH2:17][CH2:16][CH2:15][CH2:14]2)[CH2:11][NH:10]1, predict the reactants needed to synthesize it. The reactants are: [Cl:1][C:2]1[CH:3]=[N:4][CH:5]=[C:6]([Cl:18])[C:7]=1[CH2:8][C@H:9]1[CH2:13][C:12]2([CH2:17][CH:16]=[CH:15][CH2:14]2)[CH2:11][NH:10]1.CO. (2) Given the product [CH3:30][O:31][C:3]1[CH:12]=[C:11]2[C:6]([C:7]([NH:13][C:14]3[CH:19]=[CH:18][C:17]([O:20][C:21]4[CH:26]=[CH:25][CH:24]=[CH:23][CH:22]=4)=[CH:16][CH:15]=3)=[N:8][CH:9]=[N:10]2)=[CH:5][C:4]=1[N+:27]([O-:29])=[O:28], predict the reactants needed to synthesize it. The reactants are: [Na].F[C:3]1[CH:12]=[C:11]2[C:6]([C:7]([NH:13][C:14]3[CH:19]=[CH:18][C:17]([O:20][C:21]4[CH:26]=[CH:25][CH:24]=[CH:23][CH:22]=4)=[CH:16][CH:15]=3)=[N:8][CH:9]=[N:10]2)=[CH:5][C:4]=1[N+:27]([O-:29])=[O:28].[CH3:30][OH:31]. (3) Given the product [Br:16][C:17]1[CH:25]=[CH:24][C:20]([C:21]2[O:1][C:2]3[CH:7]=[CH:6][N:5]=[CH:4][C:3]=3[N:8]=2)=[CH:19][CH:18]=1, predict the reactants needed to synthesize it. The reactants are: [OH:1][C:2]1[CH:7]=[CH:6][N:5]=[CH:4][C:3]=1[NH2:8].C(N(CC)CC)C.[Br:16][C:17]1[CH:25]=[CH:24][C:20]([C:21](Cl)=O)=[CH:19][CH:18]=1.ClC(Cl)(Cl)C(Cl)(Cl)Cl.C1(P(C2C=CC=CC=2)C2C=CC=CC=2)C=CC=CC=1. (4) Given the product [ClH:15].[Cl:15][CH2:9][C:6]1[CH:5]=[CH:4][C:3]([C:2]([F:12])([F:11])[F:1])=[CH:8][N:7]=1, predict the reactants needed to synthesize it. The reactants are: [F:1][C:2]([F:12])([F:11])[C:3]1[CH:4]=[CH:5][C:6]([CH2:9]O)=[N:7][CH:8]=1.O=S(Cl)[Cl:15]. (5) Given the product [N:24]1([CH2:29][CH2:30][CH2:31][NH:32][C:21]([C:17]2[C:18]3[C:13](=[CH:12][C:11]([O:10][C:8]4[CH:7]=[CH:6][N:5]=[C:4]5[CH:3]=[CH:2][S:1][C:9]=45)=[CH:20][CH:19]=3)[CH:14]=[CH:15][CH:16]=2)=[O:22])[CH2:28][CH2:27][CH2:26][CH2:25]1, predict the reactants needed to synthesize it. The reactants are: [S:1]1[C:9]2[C:4](=[N:5][CH:6]=[CH:7][C:8]=2[O:10][C:11]2[CH:12]=[C:13]3[C:18](=[CH:19][CH:20]=2)[C:17]([C:21](O)=[O:22])=[CH:16][CH:15]=[CH:14]3)[CH:3]=[CH:2]1.[N:24]1([CH2:29][CH2:30][CH2:31][NH2:32])[CH2:28][CH2:27][CH2:26][CH2:25]1. (6) The reactants are: C(OC([N:11]1[CH2:15][CH:14]([O:16][C:17](=[O:19])[CH3:18])[CH2:13][CH:12]1[CH2:20][C:21]1[C:29]2[C:24](=[CH:25][C:26]([F:30])=[CH:27][CH:28]=2)[NH:23][C:22]=1[C:31]1[NH:32][C:33]2[C:38]([C:39]=1[CH2:40][CH:41]1[CH2:45][CH:44]([O:46][C:47](=[O:49])[CH3:48])[CH2:43][N:42]1C(OCC1C=CC=CC=1)=O)=[CH:37][CH:36]=[C:35]([F:60])[CH:34]=2)=O)C1C=CC=CC=1. Given the product [C:17]([O:16][CH:14]1[CH2:15][NH:11][CH:12]([CH2:20][C:21]2[C:29]3[C:24](=[CH:25][C:26]([F:30])=[CH:27][CH:28]=3)[NH:23][C:22]=2[C:31]2[NH:32][C:33]3[C:38]([C:39]=2[CH2:40][CH:41]2[NH:42][CH2:43][CH:44]([O:46][C:47](=[O:49])[CH3:48])[CH2:45]2)=[CH:37][CH:36]=[C:35]([F:60])[CH:34]=3)[CH2:13]1)(=[O:19])[CH3:18], predict the reactants needed to synthesize it.